From a dataset of Forward reaction prediction with 1.9M reactions from USPTO patents (1976-2016). Predict the product of the given reaction. (1) Given the reactants [CH3:1][C:2]1[CH:3]=[C:4]([CH2:8][C:9]([NH2:11])=O)[CH:5]=[CH:6][CH:7]=1.COC1C=CC(P2(SP(C3C=CC(OC)=CC=3)(=S)S2)=[S:21])=CC=1, predict the reaction product. The product is: [CH3:1][C:2]1[CH:3]=[C:4]([CH2:8][C:9](=[S:21])[NH2:11])[CH:5]=[CH:6][CH:7]=1. (2) Given the reactants [CH3:1][C:2]1[N:7]([CH3:8])[N:6]([C:9]2[CH:10]=[CH:11][CH:12]=[CH:13][CH:14]=2)[C:4](=[O:5])[CH:3]=1.[Cl:15]N1C(=O)CCC1=O.C(OCC)(=O)C, predict the reaction product. The product is: [Cl:15][C:3]1[C:4](=[O:5])[N:6]([C:9]2[CH:14]=[CH:13][CH:12]=[CH:11][CH:10]=2)[N:7]([CH3:8])[C:2]=1[CH3:1]. (3) Given the reactants Cl[C:2]1[C:3]([NH2:9])=[N:4][CH:5]=[N:6][C:7]=1Cl.[NH2:10][CH2:11][CH:12]1[CH2:17][CH2:16][N:15]([C:18]([O:20]C(C)(C)C)=O)[CH2:14][CH2:13]1.[O:25]1[CH2:30][CH2:29][O:28][C:27]2[CH:31]=[C:32](B(O)O)[CH:33]=[CH:34][C:26]1=2.[C:38](Cl)(=O)[CH:39]=C, predict the reaction product. The product is: [NH2:9][C:3]1[N:4]=[CH:5][N:6]=[C:7]([NH:10][CH2:11][CH:12]2[CH2:13][CH2:14][N:15]([C:18](=[O:20])[CH:38]=[CH2:39])[CH2:16][CH2:17]2)[C:2]=1[C:32]1[CH:33]=[CH:34][C:26]2[O:25][CH2:30][CH2:29][O:28][C:27]=2[CH:31]=1. (4) The product is: [OH:37][CH2:36][C:17]1[C:18]([N:22]2[C:34](=[O:35])[C:33]3[S:32][C:31]4[CH2:30][CH2:29][CH2:28][CH2:27][C:26]=4[C:25]=3[CH:24]=[N:23]2)=[N:19][CH:20]=[CH:21][C:16]=1[C:4]1[CH:5]=[C:6]([NH:9][C:10]2[CH:15]=[CH:14][N:13]=[CH:12][N:11]=2)[C:7](=[O:8])[N:2]([CH3:1])[CH:3]=1. Given the reactants [CH3:1][N:2]1[C:7](=[O:8])[C:6]([NH:9][C:10]2[CH:15]=[CH:14][N:13]=[CH:12][N:11]=2)=[CH:5][C:4]([C:16]2[CH:21]=[CH:20][N:19]=[C:18]([N:22]3[C:34](=[O:35])[C:33]4[S:32][C:31]5[CH2:30][CH2:29][CH2:28][CH2:27][C:26]=5[C:25]=4[CH:24]=[N:23]3)[C:17]=2[CH:36]=[O:37])=[CH:3]1.[BH4-].[Na+], predict the reaction product. (5) Given the reactants [CH3:1][O:2][C:3]1[CH:4]=[CH:5][C:6]2[NH:12][C:11](=[O:13])[N:10]([CH:14]3[CH2:19][CH2:18][NH:17][CH2:16][CH2:15]3)[CH2:9][CH2:8][C:7]=2[CH:20]=1.Cl[C:22]1[N:27]=[CH:26][N:25]=[C:24]([O:28][C:29]2[CH:30]=[C:31]([CH3:38])[C:32]3[N:36]=[CH:35][NH:34][C:33]=3[CH:37]=2)[CH:23]=1.CCN(C(C)C)C(C)C, predict the reaction product. The product is: [CH3:1][O:2][C:3]1[CH:4]=[CH:5][C:6]2[NH:12][C:11](=[O:13])[N:10]([CH:14]3[CH2:19][CH2:18][N:17]([C:22]4[CH:23]=[C:24]([O:28][C:29]5[CH:30]=[C:31]([CH3:38])[C:32]6[N:36]=[CH:35][NH:34][C:33]=6[CH:37]=5)[N:25]=[CH:26][N:27]=4)[CH2:16][CH2:15]3)[CH2:9][CH2:8][C:7]=2[CH:20]=1.